From a dataset of Reaction yield outcomes from USPTO patents with 853,638 reactions. Predict the reaction yield, written as a fraction of the theoretical maximum amount of product (1.0 means a 100% yield; for example, 0.34 means a 34% yield). (1) The reactants are Br[C:2]1[N:7]=[CH:6][C:5]([N:8]2[CH2:13][CH2:12][N:11]([C:14]([O:16][C:17]([CH3:20])([CH3:19])[CH3:18])=[O:15])[CH2:10][CH2:9]2)=[CH:4][CH:3]=1.[Cl:21][C:22]1[C:27]2[N:28]([CH:36]3[CH2:40][CH2:39][CH2:38][CH2:37]3)[C:29]3[N:30]=[C:31]([NH2:35])[N:32]=[CH:33][C:34]=3[C:26]=2[CH:25]=[CH:24][N:23]=1.[Li+].C[Si]([N-][Si](C)(C)C)(C)C.C1COCC1.C1(P(C2C=CC=CC=2)C2C3OC4C(=CC=CC=4P(C4C=CC=CC=4)C4C=CC=CC=4)C(C)(C)C=3C=CC=2)C=CC=CC=1.[NH4+].[Cl-]. The catalyst is C1(C)C=CC=CC=1.C(Cl)Cl.CO.C1C=CC(/C=C/C(/C=C/C2C=CC=CC=2)=O)=CC=1.C1C=CC(/C=C/C(/C=C/C2C=CC=CC=2)=O)=CC=1.C1C=CC(/C=C/C(/C=C/C2C=CC=CC=2)=O)=CC=1.[Pd].[Pd]. The product is [Cl:21][C:22]1[C:27]2[N:28]([CH:36]3[CH2:40][CH2:39][CH2:38][CH2:37]3)[C:29]3[N:30]=[C:31]([NH:35][C:2]4[N:7]=[CH:6][C:5]([N:8]5[CH2:13][CH2:12][N:11]([C:14]([O:16][C:17]([CH3:20])([CH3:19])[CH3:18])=[O:15])[CH2:10][CH2:9]5)=[CH:4][CH:3]=4)[N:32]=[CH:33][C:34]=3[C:26]=2[CH:25]=[CH:24][N:23]=1. The yield is 0.720. (2) The catalyst is C1COCC1.O.CCOCC. The yield is 0.670. The reactants are [Cl:1][C:2]1[CH:7]=[CH:6][C:5]([NH:8][C:9](=[O:14])[C:10]([CH3:13])([CH3:12])[CH3:11])=[CH:4][C:3]=1[C:15]([F:18])([F:17])[F:16].[CH2:19]([Li])CCC.IC. The product is [Cl:1][C:2]1[CH:7]=[CH:6][C:5]([NH:8][C:9](=[O:14])[C:10]([CH3:11])([CH3:12])[CH3:13])=[C:4]([CH3:19])[C:3]=1[C:15]([F:16])([F:17])[F:18].